This data is from Full USPTO retrosynthesis dataset with 1.9M reactions from patents (1976-2016). The task is: Predict the reactants needed to synthesize the given product. (1) Given the product [OH:2][CH:3]1[CH2:35][C:7]2[NH:8][C:9]([C:11]3[C:12]([CH3:34])=[CH:13][C:14]([CH3:33])=[C:15]([CH:32]=3)[C:16]([N:18]3[CH2:19][CH2:20][CH:21]([C:24]4[CH:25]=[CH:26][C:27]([C:28]#[N:29])=[CH:30][CH:31]=4)[CH2:22][CH2:23]3)=[O:17])=[N:10][C:6]=2[CH2:5][CH2:4]1, predict the reactants needed to synthesize it. The reactants are: C[O:2][CH:3]1[CH2:35][C:7]2[NH:8][C:9]([C:11]3[C:12]([CH3:34])=[CH:13][C:14]([CH3:33])=[C:15]([CH:32]=3)[C:16]([N:18]3[CH2:23][CH2:22][CH:21]([C:24]4[CH:31]=[CH:30][C:27]([C:28]#[N:29])=[CH:26][CH:25]=4)[CH2:20][CH2:19]3)=[O:17])=[N:10][C:6]=2[CH2:5][CH2:4]1.C(#N)C.Cl[Si](Cl)(Cl)Cl.[I-].[Na+]. (2) Given the product [C:30]([O:29][C:28](=[O:34])[N:27]([CH3:35])[CH2:26][CH2:25][NH:24][C:20]1[N:21]=[CH:22][C:17]2[S:16][CH:15]=[C:14]([C:12](=[O:13])[NH:11][C:10]3[C:5]4[N:4]=[CH:3][N:2]([CH3:1])[C:6]=4[CH:7]=[CH:8][CH:9]=3)[C:18]=2[N:19]=1)([CH3:33])([CH3:32])[CH3:31], predict the reactants needed to synthesize it. The reactants are: [CH3:1][N:2]1[C:6]2[CH:7]=[CH:8][CH:9]=[C:10]([NH:11][C:12]([C:14]3[C:18]4[N:19]=[C:20](Cl)[N:21]=[CH:22][C:17]=4[S:16][CH:15]=3)=[O:13])[C:5]=2[N:4]=[CH:3]1.[NH2:24][CH2:25][CH2:26][N:27]([CH3:35])[C:28](=[O:34])[O:29][C:30]([CH3:33])([CH3:32])[CH3:31].C(N(C(C)C)CC)(C)C. (3) Given the product [BrH:19].[Br:19][C:12]1[CH:13]=[C:14]([C:15]([F:18])([F:16])[F:17])[C:9]([NH:8][CH2:7][CH2:6][N:1]2[CH2:5][CH2:4][CH2:3][CH2:2]2)=[N:10][CH:11]=1, predict the reactants needed to synthesize it. The reactants are: [N:1]1([CH2:6][CH2:7][NH:8][C:9]2[C:14]([C:15]([F:18])([F:17])[F:16])=[CH:13][CH:12]=[CH:11][N:10]=2)[CH2:5][CH2:4][CH2:3][CH2:2]1.[Br:19]Br.C(OCC)(=O)C. (4) The reactants are: [CH3:1][O:2][C:3](=[O:16])[CH:4]([NH:8][C:9]([O:11][C:12]([CH3:15])([CH3:14])[CH3:13])=[O:10])[CH2:5][CH:6]=[CH2:7].[CH3:17][C:18]1[CH:27]=[C:26]([CH2:28][O:29][C:30]2[CH:38]=[CH:37][C:33]([CH:34]=[N:35][OH:36])=[CH:32][CH:31]=2)[C:25]2[C:20](=[CH:21][CH:22]=[CH:23][CH:24]=2)[N:19]=1. Given the product [CH3:1][O:2][C:3](=[O:16])[CH:4]([NH:8][C:9]([O:11][C:12]([CH3:15])([CH3:14])[CH3:13])=[O:10])[CH2:5][CH:6]1[O:36][N:35]=[C:34]([C:33]2[CH:32]=[CH:31][C:30]([O:29][CH2:28][C:26]3[C:25]4[C:20](=[CH:21][CH:22]=[CH:23][CH:24]=4)[N:19]=[C:18]([CH3:17])[CH:27]=3)=[CH:38][CH:37]=2)[CH2:7]1, predict the reactants needed to synthesize it. (5) Given the product [Cl:3][C:4]1[CH:11]=[CH:10][CH:9]=[C:8]([Cl:12])[C:5]=1[CH2:6][NH:2][CH3:1], predict the reactants needed to synthesize it. The reactants are: [CH3:1][NH2:2].[Cl:3][C:4]1[CH:11]=[CH:10][CH:9]=[C:8]([Cl:12])[C:5]=1[CH2:6]Br.